This data is from Forward reaction prediction with 1.9M reactions from USPTO patents (1976-2016). The task is: Predict the product of the given reaction. (1) Given the reactants [NH2:1][C:2]1[S:6][N:5]=[C:4](/[C:7](=[N:42]/[O:43]C(C2C=CC=CC=2)(C2C=CC=CC=2)C2C=CC=CC=2)/[C:8]([NH:10][C@@H:11]2[C:18](=[O:19])[N:17]3[C@@H:12]2[S:13][CH2:14][C:15](/[CH:23]=[C:24]2/[C:25](=[O:41])[N:26]([C@@H:29]4[CH2:33][CH2:32][N:31](C(OC(C)(C)C)=O)[CH2:30]4)[CH2:27][CH2:28]/2)=[C:16]3[C:20]([OH:22])=[O:21])=[O:9])[N:3]=1.C([SiH](CC)CC)C.FC(F)(F)C(O)=O, predict the reaction product. The product is: [NH2:1][C:2]1[S:6][N:5]=[C:4](/[C:7](=[N:42]/[OH:43])/[C:8]([NH:10][C@@H:11]2[C:18](=[O:19])[N:17]3[C@@H:12]2[S:13][CH2:14][C:15](/[CH:23]=[C:24]2/[C:25](=[O:41])[N:26]([C@@H:29]4[CH2:33][CH2:32][NH:31][CH2:30]4)[CH2:27][CH2:28]/2)=[C:16]3[C:20]([OH:22])=[O:21])=[O:9])[N:3]=1. (2) Given the reactants [CH:1]1([N:4]2[C:8]3[CH:9]=[CH:10][C:11]4[C:12](=[O:24])[C@H:13]([OH:23])[C@@H:14]([C:17]5[CH:22]=[CH:21][CH:20]=[CH:19][CH:18]=5)[O:15][C:16]=4[C:7]=3[N:6]=[C:5]2[CH3:25])[CH2:3][CH2:2]1.[BH4-].[Na+], predict the reaction product. The product is: [CH:1]1([N:4]2[C:8]3[CH:9]=[CH:10][C:11]4[C@@H:12]([OH:24])[C@H:13]([OH:23])[C@@H:14]([C:17]5[CH:22]=[CH:21][CH:20]=[CH:19][CH:18]=5)[O:15][C:16]=4[C:7]=3[N:6]=[C:5]2[CH3:25])[CH2:3][CH2:2]1. (3) Given the reactants FC(F)(F)S(O[C:7]1[C@:8]2([CH2:25][CH2:24][C@H:23]3[C:13](=[CH:14][CH:15]=[C:16]4[C@:21]3([CH3:22])[C@@H:20]([O:26][Si:27]([C:30]([CH3:33])([CH3:32])[CH3:31])([CH3:29])[CH3:28])[CH2:19][C@H:18]([O:34][Si:35]([C:38]([CH3:41])([CH3:40])[CH3:39])([CH3:37])[CH3:36])[CH2:17]4)[C@@H:10]2[CH2:11][CH:12]=1)[CH3:9])(=O)=O.[C]=[O:45].CCCC[CH2:50][CH3:51].[Cl-].C[Al+]C, predict the reaction product. The product is: [Si:27]([O:26][C@@H:20]1[C@@:21]2([CH3:22])[C:16](=[CH:15][CH:14]=[C:13]3[C@@H:23]2[CH2:24][CH2:25][C@@:8]2([CH3:9])[C@H:10]3[CH2:11][CH:12]=[C:7]2[C:50](=[O:45])[CH3:51])[CH2:17][C@@H:18]([O:34][Si:35]([C:38]([CH3:41])([CH3:40])[CH3:39])([CH3:36])[CH3:37])[CH2:19]1)([C:30]([CH3:32])([CH3:31])[CH3:33])([CH3:29])[CH3:28]. (4) Given the reactants Cl.[CH3:2][S:3]([N:6]1[CH2:11][CH2:10][CH:9]([C@@H:12]2[CH2:16][NH:15][C@H:14]([C:17]3[NH:18][C:19]([C:22]4[CH:27]=[CH:26][C:25]([NH:28][C:29](=[O:32])[O:30][CH3:31])=[CH:24][CH:23]=4)=[CH:20][N:21]=3)[CH2:13]2)[CH2:8][CH2:7]1)(=[O:5])=[O:4].[CH3:33][C:34]([O:37][C:38]([NH:40][C:41]([C:43]1[CH:51]=[CH:50][C:46]([C:47](O)=[O:48])=[CH:45][CH:44]=1)=[NH:42])=[O:39])([CH3:36])[CH3:35], predict the reaction product. The product is: [NH:42]=[C:41]([NH:40][C:38](=[O:39])[O:37][C:34]([CH3:35])([CH3:33])[CH3:36])[C:43]1[CH:44]=[CH:45][C:46]([C:47]([N:15]2[CH2:16][C@@H:12]([CH:9]3[CH2:8][CH2:7][N:6]([S:3]([CH3:2])(=[O:4])=[O:5])[CH2:11][CH2:10]3)[CH2:13][C@H:14]2[C:17]2[NH:18][C:19]([C:22]3[CH:23]=[CH:24][C:25]([NH:28][C:29]([O:30][CH3:31])=[O:32])=[CH:26][CH:27]=3)=[CH:20][N:21]=2)=[O:48])=[CH:50][CH:51]=1. (5) Given the reactants [CH3:1][CH2:2][O:3][N:4]=[C:5]([C:8]1[C:13]([Cl:14])=[CH:12][C:11]([Cl:15])=[CH:10][N:9]=1)[CH2:6][NH2:7].C(N(CC)CC)C.[F:23][C:24]([F:35])([F:34])[C:25]1[CH:33]=[CH:32][CH:31]=[CH:30][C:26]=1[C:27](Cl)=[O:28].O, predict the reaction product. The product is: [Cl:14][C:13]1[C:8]([C:5](=[N:4][O:3][CH2:2][CH3:1])[CH2:6][NH:7][C:27](=[O:28])[C:26]2[CH:30]=[CH:31][CH:32]=[CH:33][C:25]=2[C:24]([F:23])([F:34])[F:35])=[N:9][CH:10]=[C:11]([Cl:15])[CH:12]=1. (6) Given the reactants [CH3:1][C:2]1[CH:10]=[CH:9][C:5]([C:6]([OH:8])=[O:7])=[CH:4][C:3]=1[C:11]([F:14])([F:13])[F:12].[Br:15]N1C(=O)CCC1=O.C(OOC(=O)C1C=CC=CC=1)(=O)C1C=CC=CC=1, predict the reaction product. The product is: [Br:15][CH2:1][C:2]1[CH:10]=[CH:9][C:5]([C:6]([OH:8])=[O:7])=[CH:4][C:3]=1[C:11]([F:12])([F:13])[F:14]. (7) Given the reactants C1(C2C(O[C@@H]3CCCN([C@H](C4C=C(Cl)C=C(Cl)C=4)C)C3)=CC(F)=C(C=2)C(OC)=O)CC1.[CH:32]1([C:35]2[C:36]([O:46][C@@H:47]3[CH2:52][CH2:51][CH2:50][N:49]([CH2:53][C:54]4[CH:59]=[C:58]([F:60])[CH:57]=[CH:56][C:55]=4[C:61]([F:64])([F:63])[F:62])[CH2:48]3)=[CH:37][C:38]([F:45])=[C:39]([CH:44]=2)[C:40]([O:42]C)=[O:41])[CH2:34][CH2:33]1, predict the reaction product. The product is: [CH:32]1([C:35]2[C:36]([O:46][C@@H:47]3[CH2:52][CH2:51][CH2:50][N:49]([CH2:53][C:54]4[CH:59]=[C:58]([F:60])[CH:57]=[CH:56][C:55]=4[C:61]([F:62])([F:64])[F:63])[CH2:48]3)=[CH:37][C:38]([F:45])=[C:39]([CH:44]=2)[C:40]([OH:42])=[O:41])[CH2:34][CH2:33]1.